This data is from Forward reaction prediction with 1.9M reactions from USPTO patents (1976-2016). The task is: Predict the product of the given reaction. (1) Given the reactants [C:1]([O-:4])(=[O:3])[CH3:2].[Na+].ClCC1([C:16]2[CH:21]=[C:20]([CH3:22])[CH:19]=[CH:18][C:17]=2[CH3:23])OCC(C)(C)CO1.[OH-].[Na+], predict the reaction product. The product is: [CH3:23][C:17]1[CH:18]=[CH:19][C:20]([CH3:22])=[CH:21][C:16]=1[CH2:2][C:1]([OH:4])=[O:3]. (2) Given the reactants [CH:1]([C:4]1[CH:9]=[CH:8][N:7]=[C:6]([C:10]#N)[CH:5]=1)([CH3:3])[CH3:2].[OH:12]S(O)(=O)=O, predict the reaction product. The product is: [CH:1]([C:4]1[CH:9]=[CH:8][N:7]=[C:6]([CH2:10][OH:12])[CH:5]=1)([CH3:3])[CH3:2].